From a dataset of Full USPTO retrosynthesis dataset with 1.9M reactions from patents (1976-2016). Predict the reactants needed to synthesize the given product. Given the product [NH2:1][C:2](=[O:35])[C:3](=[O:34])[CH:4]([NH:12][C:13](=[O:33])[C:14]1[CH:19]=[CH:18][CH:17]=[N:16][C:15]=1[N:20]1[CH:24]=[CH:23][C:22]([CH2:25][N:26]2[CH2:8][CH2:7][CH:6]([C:39]3[CH:40]=[CH:5][CH:4]=[CH:3][CH:2]=3)[CH2:11]2)=[N:21]1)[CH2:5][C:6]1[CH:7]=[CH:8][CH:9]=[CH:10][CH:11]=1, predict the reactants needed to synthesize it. The reactants are: [NH2:1][C:2](=[O:35])[CH:3]([OH:34])[CH:4]([NH:12][C:13](=[O:33])[C:14]1[CH:19]=[CH:18][CH:17]=[N:16][C:15]=1[N:20]1[CH:24]=[CH:23][C:22]([CH2:25][NH:26]C2C=CC=CC=2)=[N:21]1)[CH2:5][C:6]1[CH:11]=[CH:10][CH:9]=[CH:8][CH:7]=1.C(O[C:39](=O)[CH3:40])C.